Predict the reaction yield, written as a fraction of the theoretical maximum amount of product (1.0 means a 100% yield; for example, 0.34 means a 34% yield). From a dataset of Reaction yield outcomes from USPTO patents with 853,638 reactions. (1) The product is [CH:30]([C:27]1[CH:26]=[CH:25][C:24]([C:2]([C:3]2[C:11]3[O:10][C:9]([CH3:13])([CH3:12])[CH2:8][C:7]=3[C:6]([CH3:14])=[C:5]([NH:15][C:16](=[O:22])[CH2:17][C:18]([CH3:21])([CH3:20])[CH3:19])[C:4]=2[CH3:23])=[O:1])=[CH:29][CH:28]=1)([CH3:32])[CH3:31]. The yield is 0.750. The reactants are [OH:1][CH:2]([C:24]1[CH:29]=[CH:28][C:27]([CH:30]([CH3:32])[CH3:31])=[CH:26][CH:25]=1)[C:3]1[C:11]2[O:10][C:9]([CH3:13])([CH3:12])[CH2:8][C:7]=2[C:6]([CH3:14])=[C:5]([NH:15][C:16](=[O:22])[CH2:17][C:18]([CH3:21])([CH3:20])[CH3:19])[C:4]=1[CH3:23]. The catalyst is ClCCl.[O-2].[O-2].[Mn+4]. (2) The reactants are [CH2:1]1[C:13]2[NH:12][C:11]3[C:6](=[CH:7][C:8]([NH2:14])=[CH:9][CH:10]=3)[C:5]=2[CH2:4][CH2:3][CH2:2]1.[O:15]1[C:19]2[CH:20]=[CH:21][C:22]([C:24]3([C:27](O)=[O:28])[CH2:26][CH2:25]3)=[CH:23][C:18]=2[O:17][CH2:16]1.C(N(C(C)C)CC)(C)C.F[P-](F)(F)(F)(F)F.N1(OC(N(C)C)=[N+](C)C)C2N=CC=CC=2N=N1. The catalyst is C(#N)C. The product is [O:15]1[C:19]2[CH:20]=[CH:21][C:22]([C:24]3([C:27]([NH:14][C:8]4[CH:7]=[C:6]5[C:11](=[CH:10][CH:9]=4)[NH:12][C:13]4[CH2:1][CH2:2][CH2:3][CH2:4][C:5]5=4)=[O:28])[CH2:25][CH2:26]3)=[CH:23][C:18]=2[O:17][CH2:16]1. The yield is 0.700. (3) The reactants are Cl[C:2]1[N:7]=[C:6]2[CH:8]=[N:9][CH:10]=[CH:11][C:5]2=[N:4][C:3]=1[N:12]1[CH2:17][CH2:16][CH:15]([O:18][C:19]2[CH:24]=[CH:23][C:22]([F:25])=[CH:21][C:20]=2[F:26])[CH2:14][CH2:13]1.[CH3:27][CH:28]([NH2:30])[CH3:29].CCN(C(C)C)C(C)C. The catalyst is O1CCOCC1. The product is [F:26][C:20]1[CH:21]=[C:22]([F:25])[CH:23]=[CH:24][C:19]=1[O:18][CH:15]1[CH2:16][CH2:17][N:12]([C:3]2[N:4]=[C:5]3[CH:11]=[CH:10][N:9]=[CH:8][C:6]3=[N:7][C:2]=2[NH:30][CH:28]([CH3:29])[CH3:27])[CH2:13][CH2:14]1. The yield is 0.710. (4) The reactants are [Cl:1][C:2]1[CH:3]=[C:4]([CH:10]=[CH:11][C:12]=1[CH2:13][CH:14]1[CH2:18][CH2:17][N:16]([CH:19]2[CH:26]3[CH2:27][CH:22]4[CH2:23][C:24]([OH:29])([CH2:28][CH:20]2[CH2:21]4)[CH2:25]3)[C:15]1=[O:30])[O:5][CH2:6][C:7]([OH:9])=O.[F:31][C:32]([F:44])([F:43])[C:33]1[CH:38]=[CH:37][C:36]([S:39]([NH2:42])(=[O:41])=[O:40])=[CH:35][CH:34]=1.Cl.CN(C)CCCN=C=NCC.O. The catalyst is CN(C)C1C=CN=CC=1.C(#N)C. The product is [Cl:1][C:2]1[CH:3]=[C:4]([CH:10]=[CH:11][C:12]=1[CH2:13][CH:14]1[CH2:18][CH2:17][N:16]([CH:19]2[CH:26]3[CH2:27][CH:22]4[CH2:23][C:24]([OH:29])([CH2:28][CH:20]2[CH2:21]4)[CH2:25]3)[C:15]1=[O:30])[O:5][CH2:6][C:7]([NH:42][S:39]([C:36]1[CH:35]=[CH:34][C:33]([C:32]([F:31])([F:44])[F:43])=[CH:38][CH:37]=1)(=[O:40])=[O:41])=[O:9]. The yield is 0.340.